Dataset: Reaction yield outcomes from USPTO patents with 853,638 reactions. Task: Predict the reaction yield, written as a fraction of the theoretical maximum amount of product (1.0 means a 100% yield; for example, 0.34 means a 34% yield). The reactants are [Cl:1][C:2]1[CH:3]=[C:4]([C:9](=O)[CH3:10])[CH:5]=[CH:6][C:7]=1[Cl:8].[NH2:12][C:13]([NH2:15])=[S:14]. No catalyst specified. The product is [NH2:15][C:13]1[S:14][CH:10]=[C:9]([C:4]2[CH:5]=[CH:6][C:7]([Cl:8])=[C:2]([Cl:1])[CH:3]=2)[N:12]=1. The yield is 0.778.